From a dataset of Full USPTO retrosynthesis dataset with 1.9M reactions from patents (1976-2016). Predict the reactants needed to synthesize the given product. (1) The reactants are: [CH3:1][C:2]1[N:3]=[C:4]2[CH:9]=[CH:8][C:7]([C:10]([OH:12])=O)=[CH:6][N:5]2[C:13]=1[C:14]1[CH:19]=[CH:18][CH:17]=[CH:16][CH:15]=1.[N:20]1([C:26]([O:28][C:29]([CH3:32])([CH3:31])[CH3:30])=[O:27])[CH2:25][CH2:24][NH:23][CH2:22][CH2:21]1.CCN(C(C)C)C(C)C.C1CN([P+](ON2N=NC3C=CC=CC2=3)(N2CCCC2)N2CCCC2)CC1.F[P-](F)(F)(F)(F)F. Given the product [CH3:1][C:2]1[N:3]=[C:4]2[CH:9]=[CH:8][C:7]([C:10]([N:23]3[CH2:22][CH2:21][N:20]([C:26]([O:28][C:29]([CH3:32])([CH3:31])[CH3:30])=[O:27])[CH2:25][CH2:24]3)=[O:12])=[CH:6][N:5]2[C:13]=1[C:14]1[CH:19]=[CH:18][CH:17]=[CH:16][CH:15]=1, predict the reactants needed to synthesize it. (2) Given the product [C:21]([O:25][C:26]([NH:28][C@H:29]([C:30]([O:32][C:33]([CH3:34])([CH3:36])[CH3:35])=[O:31])[CH2:37]/[CH:38]=[C:9](\[CH2:15][CH2:16][CH2:17][F:18])/[C:10]([O:12][CH2:13][CH3:14])=[O:11])=[O:27])([CH3:24])([CH3:22])[CH3:23].[C:21]([O:25][C:26]([NH:28][C@H:29]([C:30]([O:32][C:33]([CH3:34])([CH3:36])[CH3:35])=[O:31])[CH2:37]/[CH:38]=[C:9](/[CH2:15][CH2:16][CH2:17][F:18])\[C:10]([O:12][CH2:13][CH3:14])=[O:11])=[O:27])([CH3:24])([CH3:22])[CH3:23], predict the reactants needed to synthesize it. The reactants are: C(OP([CH:9]([CH2:15][CH2:16][CH2:17][F:18])[C:10]([O:12][CH2:13][CH3:14])=[O:11])(OCC)=O)C.[H-].[Na+].[C:21]([O:25][C:26]([NH:28][C@@H:29]([CH2:37][CH:38]=O)[C:30]([O:32][C:33]([CH3:36])([CH3:35])[CH3:34])=[O:31])=[O:27])([CH3:24])([CH3:23])[CH3:22].